From a dataset of Reaction yield outcomes from USPTO patents with 853,638 reactions. Predict the reaction yield, written as a fraction of the theoretical maximum amount of product (1.0 means a 100% yield; for example, 0.34 means a 34% yield). (1) The reactants are [C:1]([O:5][C:6]([N:8]1[CH2:13][CH:12]=[C:11]([C:14]2[CH:19]=[CH:18][CH:17]=[CH:16][N:15]=2)[CH2:10][CH2:9]1)=[O:7])([CH3:4])([CH3:3])[CH3:2]. The catalyst is [Pd]. The product is [C:1]([O:5][C:6]([N:8]1[CH2:9][CH2:10][CH:11]([C:14]2[CH:19]=[CH:18][CH:17]=[CH:16][N:15]=2)[CH2:12][CH2:13]1)=[O:7])([CH3:4])([CH3:2])[CH3:3]. The yield is 0.990. (2) The reactants are [CH3:1][C:2]1[CH:3]=[C:4]([NH2:9])[C:5]([NH2:8])=[CH:6][CH:7]=1.[CH:10]([CH:12]=O)=O. The catalyst is C(O)(C)C. The product is [CH3:1][C:2]1[CH:3]=[C:4]2[C:5](=[CH:6][CH:7]=1)[N:8]=[CH:12][CH:10]=[N:9]2. The yield is 0.930. (3) The reactants are [C:1]([N:5]1[C:9](=[O:10])[C:8]([NH:11][CH2:12][CH2:13][CH2:14]Br)=[C:7]([C:16]2[CH:21]=[CH:20][CH:19]=[CH:18][CH:17]=2)[S:6]1(=[O:23])=[O:22])([CH3:4])([CH3:3])[CH3:2].[F:24][C:25]1[CH:30]=[CH:29][C:28]([OH:31])=[CH:27][CH:26]=1.C([O-])([O-])=O.[K+].[K+]. No catalyst specified. The product is [C:1]([N:5]1[C:9](=[O:10])[C:8]([NH:11][CH2:12][CH2:13][CH2:14][O:31][C:28]2[CH:29]=[CH:30][C:25]([F:24])=[CH:26][CH:27]=2)=[C:7]([C:16]2[CH:21]=[CH:20][CH:19]=[CH:18][CH:17]=2)[S:6]1(=[O:23])=[O:22])([CH3:4])([CH3:3])[CH3:2]. The yield is 0.310. (4) The reactants are [CH2:1]([Zn]CC)C.FC(F)(F)C(O)=O.ICI.[C:16]([Si:20]([CH3:35])([CH3:34])[O:21][CH2:22]/[CH:23]=[CH:24]/[B:25]1[O:29][C:28]([CH3:31])([CH3:30])[C:27]([CH3:33])([CH3:32])[O:26]1)([CH3:19])([CH3:18])[CH3:17]. The catalyst is ClCCl. The product is [C:16]([Si:20]([CH3:35])([CH3:34])[O:21][CH2:22][CH:23]1[CH2:1][CH:24]1[B:25]1[O:26][C:27]([CH3:33])([CH3:32])[C:28]([CH3:31])([CH3:30])[O:29]1)([CH3:17])([CH3:19])[CH3:18]. The yield is 0.960. (5) The reactants are [CH3:1][O:2][C:3]([NH:5][C@H:6]([C:10]([N:12]1[C@H:17]([C:18]2[NH:22][C:21]3[C:23]4[C:28]([CH:29]=[CH:30][C:20]=3[N:19]=2)=[CH:27][C:26]2[C:31]3[C:36]([CH2:37][O:38][C:25]=2[CH:24]=4)=[CH:35][C:34]([C:39]2[NH:43][C:42]([C@@H:44]4[CH2:48][C@H:47]([CH2:49][O:50][CH3:51])[CH2:46][N:45]4C(OC(C)(C)C)=O)=[N:41][CH:40]=2)=[CH:33][CH:32]=3)[CH2:16][C@H:15]2[C@@H:13]1[CH2:14]2)=[O:11])[CH:7]([CH3:9])[CH3:8])=[O:4].Cl.[CH3:60][O:61][C:62]([NH:64][C@H:65]([C:69]1[CH:74]=[CH:73][CH:72]=[CH:71][CH:70]=1)[C:66]([OH:68])=O)=[O:63].CCN(C(C)C)C(C)C.CCOC(C(C#N)=NOC(N1CCOCC1)=[N+](C)C)=O.F[P-](F)(F)(F)(F)F. The catalyst is C(Cl)Cl.CO.CN(C=O)C.[Li+].[OH-]. The product is [CH3:1][O:2][C:3]([NH:5][C@@H:6]([CH:7]([CH3:9])[CH3:8])[C:10]([N:12]1[C@H:17]([C:18]2[NH:22][C:21]3[C:23]4[C:28]([CH:29]=[CH:30][C:20]=3[N:19]=2)=[CH:27][C:26]2[C:31]3[C:36]([CH2:37][O:38][C:25]=2[CH:24]=4)=[CH:35][C:34]([C:39]2[NH:43][C:42]([C@@H:44]4[CH2:48][C@H:47]([CH2:49][O:50][CH3:51])[CH2:46][N:45]4[C:66](=[O:68])[C@H:65]([NH:64][C:62](=[O:63])[O:61][CH3:60])[C:69]4[CH:74]=[CH:73][CH:72]=[CH:71][CH:70]=4)=[N:41][CH:40]=2)=[CH:33][CH:32]=3)[CH2:16][C@H:15]2[C@@H:13]1[CH2:14]2)=[O:11])=[O:4]. The yield is 0.550.